This data is from Reaction yield outcomes from USPTO patents with 853,638 reactions. The task is: Predict the reaction yield, written as a fraction of the theoretical maximum amount of product (1.0 means a 100% yield; for example, 0.34 means a 34% yield). (1) The reactants are [I:1][C:2]1[C:10]2[C:5](=[CH:6][CH:7]=[C:8]([C:11]([OH:13])=O)[CH:9]=2)[NH:4][N:3]=1.[CH3:14][C:15]1[CH:25]=[CH:24][CH:23]=[CH:22][C:16]=1[CH2:17][C:18]1([NH2:21])[CH2:20][CH2:19]1.Cl.CN(C(ON1N=NC2C=CC=CC1=2)=[N+](C)C)C.[B-](F)(F)(F)F.CCN(C(C)C)C(C)C. The catalyst is CO.C(Cl)Cl.CN(C=O)C. The product is [I:1][C:2]1[C:10]2[C:5](=[CH:6][CH:7]=[C:8]([C:11]([NH:21][C:18]3([CH2:17][C:16]4[CH:22]=[CH:23][CH:24]=[CH:25][C:15]=4[CH3:14])[CH2:20][CH2:19]3)=[O:13])[CH:9]=2)[NH:4][N:3]=1. The yield is 0.450. (2) The reactants are [OH:1][CH2:2][C:3]1[CH:4]=[C:5]([CH:8]=[CH:9][CH:10]=1)[C:6]#[N:7].[CH3:11][O:12][C:13]1[CH:34]=[CH:33][C:16]([C:17](Cl)([C:26]2[CH:31]=[CH:30][CH:29]=[CH:28][CH:27]=2)[C:18]2[CH:23]=[CH:22][C:21]([O:24][CH3:25])=[CH:20][CH:19]=2)=[CH:15][CH:14]=1.O. The catalyst is CN(C=O)C.N1C=CC=CC=1. The product is [CH3:25][O:24][C:21]1[CH:20]=[CH:19][C:18]([C:17]([O:1][CH2:2][C:3]2[CH:4]=[C:5]([CH:8]=[CH:9][CH:10]=2)[C:6]#[N:7])([C:26]2[CH:27]=[CH:28][CH:29]=[CH:30][CH:31]=2)[C:16]2[CH:33]=[CH:34][C:13]([O:12][CH3:11])=[CH:14][CH:15]=2)=[CH:23][CH:22]=1. The yield is 0.910. (3) The reactants are [F:1][C:2]1[CH:7]=[CH:6][C:5]([C:8]2[C:9]3[CH:21]=[CH:20][C:19](=[O:22])[N:18]([C:23]4[CH:28]=[CH:27][CH:26]=[CH:25][C:24]=4[CH3:29])[C:10]=3[N:11]=[C:12](S(C)(=O)=O)[N:13]=2)=[C:4]([CH3:30])[CH:3]=1.[NH2:31][CH:32]1[CH2:37][CH2:36][O:35][CH2:34][CH2:33]1. No catalyst specified. The product is [F:1][C:2]1[CH:7]=[CH:6][C:5]([C:8]2[C:9]3[CH:21]=[CH:20][C:19](=[O:22])[N:18]([C:23]4[CH:28]=[CH:27][CH:26]=[CH:25][C:24]=4[CH3:29])[C:10]=3[N:11]=[C:12]([NH:31][CH:32]3[CH2:37][CH2:36][O:35][CH2:34][CH2:33]3)[N:13]=2)=[C:4]([CH3:30])[CH:3]=1. The yield is 0.900. (4) The reactants are [O:1]=[C:2]([CH3:8])[C:3]([O:5][CH2:6][CH3:7])=[O:4].[CH2:9]([Si](C)(C)C)[CH:10]=C.Cl[CH2:17]Cl. The catalyst is [Ti](Cl)(Cl)(Cl)Cl. The product is [OH:1][C:2]([CH3:17])([CH2:8][CH:9]=[CH2:10])[C:3]([O:5][CH2:6][CH3:7])=[O:4]. The yield is 0.587. (5) The reactants are I[CH2:2][C@@H:3]([CH3:18])[CH2:4][N:5]1[C:10]2[CH:11]=[C:12]([O:15][CH3:16])[CH:13]=[CH:14][C:9]=2[O:8][CH2:7][C:6]1=[O:17].[CH2:19]([O:22][CH:23]1[CH2:28][CH2:27][NH:26][CH2:25][CH2:24]1)[CH2:20][CH3:21]. The catalyst is CCCCCCC.CCOC(C)=O. The product is [CH3:16][O:15][C:12]1[CH:13]=[CH:14][C:9]2[O:8][CH2:7][C:6](=[O:17])[N:5]([CH2:4][C@H:3]([CH3:18])[CH2:2][N:26]3[CH2:27][CH2:28][CH:23]([O:22][CH2:19][CH2:20][CH3:21])[CH2:24][CH2:25]3)[C:10]=2[CH:11]=1. The yield is 0.530. (6) The reactants are O[C@@H:2]1[CH2:6][CH2:5][N:4]([C:7]([O:9][CH2:10][C:11]2[CH:16]=[CH:15][CH:14]=[CH:13][CH:12]=2)=[O:8])[CH2:3]1.[C:17]1([CH3:27])[CH:22]=[CH:21][C:20]([S:23](Cl)(=[O:25])=[O:24])=[CH:19][CH:18]=1.C(N(CC)CC)C. The catalyst is C(Cl)Cl. The product is [S:23]([C@@H:2]1[CH2:6][CH2:5][N:4]([C:7]([O:9][CH2:10][C:11]2[CH:16]=[CH:15][CH:14]=[CH:13][CH:12]=2)=[O:8])[CH2:3]1)([C:20]1[CH:21]=[CH:22][C:17]([CH3:27])=[CH:18][CH:19]=1)(=[O:25])=[O:24]. The yield is 0.880. (7) No catalyst specified. The reactants are Br[C:2]1[S:6][C:5]([C:7](=[O:12])[C:8]([F:11])([F:10])[F:9])=[CH:4][CH:3]=1.B([C:16]1[CH:17]=[N:18][CH:19]=[C:20]([CH:24]=1)[C:21]([OH:23])=[O:22])(O)O. The yield is 0.820. The product is [F:9][C:8]([F:11])([F:10])[C:7]([C:5]1[S:6][C:2]([C:16]2[CH:17]=[N:18][CH:19]=[C:20]([CH:24]=2)[C:21]([OH:23])=[O:22])=[CH:3][CH:4]=1)=[O:12]. (8) The reactants are [N:1]12[CH2:8][CH2:7][C:4]([C:9]([C:17]3[CH:22]=[CH:21][CH:20]=[CH:19][CH:18]=3)([C:11]3[CH:16]=[CH:15][CH:14]=[CH:13][CH:12]=3)[OH:10])([CH2:5][CH2:6]1)[CH2:3][CH2:2]2.[F:23][C:24]1[CH:29]=[CH:28][C:27]([O:30][CH2:31][CH2:32][CH2:33][Br:34])=[CH:26][CH:25]=1. The catalyst is CC#N. The product is [Br-:34].[F:23][C:24]1[CH:29]=[CH:28][C:27]([O:30][CH2:31][CH2:32][CH2:33][N+:1]23[CH2:6][CH2:5][C:4]([C:9]([OH:10])([C:17]4[CH:22]=[CH:21][CH:20]=[CH:19][CH:18]=4)[C:11]4[CH:12]=[CH:13][CH:14]=[CH:15][CH:16]=4)([CH2:3][CH2:2]2)[CH2:7][CH2:8]3)=[CH:26][CH:25]=1. The yield is 0.437.